Dataset: Catalyst prediction with 721,799 reactions and 888 catalyst types from USPTO. Task: Predict which catalyst facilitates the given reaction. (1) Reactant: C(Cl)(=O)C(Cl)=O.NC1C=CC(Cl)=CC=1[C:15]([NH:17][C:18]1[CH:23]=[CH:22][C:21]([Cl:24])=[CH:20][N:19]=1)=[O:16].N1C=CC=CC=1. Product: [Cl:24][C:21]1[CH:22]=[CH:23][C:18]([NH:17][CH:15]=[O:16])=[N:19][CH:20]=1. The catalyst class is: 120. (2) Reactant: [CH2:1]([O:3][C:4]([N:6]1[CH2:11][CH2:10][N:9]([C:12](=[O:33])[C@@H:13]([NH:22]C(OCC2C=CC=CC=2)=O)[CH2:14][CH:15]2[CH2:19][O:18][C:17]([CH3:21])([CH3:20])[O:16]2)[CH2:8][CH2:7]1)=[O:5])[CH3:2]. Product: [CH2:1]([O:3][C:4]([N:6]1[CH2:7][CH2:8][N:9]([C:12](=[O:33])[C@@H:13]([NH2:22])[CH2:14][CH:15]2[CH2:19][O:18][C:17]([CH3:20])([CH3:21])[O:16]2)[CH2:10][CH2:11]1)=[O:5])[CH3:2]. The catalyst class is: 78. (3) Reactant: [CH3:1][O:2][C:3](=[O:11])[CH2:4][C:5](=[O:10])[CH2:6][CH2:7][CH2:8][CH3:9].S(Cl)([Cl:15])(=O)=O.O. Product: [CH3:1][O:2][C:3](=[O:11])[CH:4]([Cl:15])[C:5](=[O:10])[CH2:6][CH2:7][CH2:8][CH3:9]. The catalyst class is: 4. (4) The catalyst class is: 105. Reactant: [N:1]1[CH:6]=[CH:5][C:4]([P:7](=[O:14])([O:11][CH2:12][CH3:13])[O:8][CH2:9][CH3:10])=[CH:3][CH:2]=1.[ClH:15]. Product: [ClH:15].[NH:1]1[CH2:2][CH2:3][CH:4]([P:7](=[O:14])([O:8][CH2:9][CH3:10])[O:11][CH2:12][CH3:13])[CH2:5][CH2:6]1.